This data is from Full USPTO retrosynthesis dataset with 1.9M reactions from patents (1976-2016). The task is: Predict the reactants needed to synthesize the given product. (1) Given the product [CH3:1][N:2]1[C:6]([C:7]2[CH:19]=[N:18][C:17]3[C:16]4[C:15]([S:39]([CH3:34])(=[O:41])=[O:40])=[CH:14][CH:13]=[CH:12][C:11]=4[NH:10][C:9]=3[CH:8]=2)=[C:5]([CH3:24])[N:4]=[N:3]1, predict the reactants needed to synthesize it. The reactants are: [CH3:1][N:2]1[C:6]([C:7]2[CH:19]=[N:18][C:17]3[C:16]4[CH:15]=[C:14](CC([O-])=O)[CH:13]=[CH:12][C:11]=4[NH:10][C:9]=3[CH:8]=2)=[C:5]([CH3:24])[N:4]=[N:3]1.BrC1C=NC2C3[C:34]([S:39](C)(=[O:41])=[O:40])=CC=CC=3NC=2C=1.CN1C([Sn](CCCC)(CCCC)CCCC)=C(C)N=N1. (2) Given the product [NH2:1][C:2]1[N:7]=[CH:6][C:5]([C:8]([N:10]=[S:11]([C:14]2[CH:15]=[C:16]([CH2:20][C:21]([OH:23])=[O:22])[CH:17]=[CH:18][CH:19]=2)([CH3:13])=[O:12])=[O:9])=[CH:4][C:3]=1[C:25]#[C:26][C:27]1[CH:32]=[CH:31][CH:30]=[C:29]([NH:33][C:34]([C:36]2[N:40]([CH3:41])[N:39]=[C:38]([CH3:42])[CH:37]=2)=[O:35])[CH:28]=1, predict the reactants needed to synthesize it. The reactants are: [NH2:1][C:2]1[N:7]=[CH:6][C:5]([C:8]([N:10]=[S:11]([C:14]2[CH:15]=[C:16]([CH2:20][C:21]([O:23]C)=[O:22])[CH:17]=[CH:18][CH:19]=2)([CH3:13])=[O:12])=[O:9])=[CH:4][C:3]=1[C:25]#[C:26][C:27]1[CH:32]=[CH:31][CH:30]=[C:29]([NH:33][C:34]([C:36]2[N:40]([CH3:41])[N:39]=[C:38]([CH3:42])[CH:37]=2)=[O:35])[CH:28]=1.[OH-].[Na+].Cl. (3) Given the product [Cl:15][C:10]1[C:5]2[CH:4]=[C:3]([CH2:1][CH3:2])[S:12][C:6]=2[N:7]=[CH:8][N:9]=1, predict the reactants needed to synthesize it. The reactants are: [CH2:1]([C:3]1[S:12][C:6]2[N:7]=[CH:8][N:9]=[C:10](O)[C:5]=2[CH:4]=1)[CH3:2].O=P(Cl)(Cl)[Cl:15]. (4) Given the product [C:39]([NH:43][CH2:2][C:3]1[CH:4]=[C:5]([CH:8]=[CH:9][C:10]=1[C@@H:11]1[C:16]2[C:17](=[O:20])[CH2:18][CH2:19][C:15]=2[N:14]([C:21]2[CH:26]=[CH:25][CH:24]=[C:23]([C:27]([F:30])([F:29])[F:28])[CH:22]=2)[C:13](=[O:31])[N:12]1[CH3:32])[C:6]#[N:7])([CH3:42])([CH3:41])[CH3:40], predict the reactants needed to synthesize it. The reactants are: Br[CH2:2][C:3]1[CH:4]=[C:5]([CH:8]=[CH:9][C:10]=1[CH:11]1[C:16]2[C:17](=[O:20])[CH2:18][CH2:19][C:15]=2[N:14]([C:21]2[CH:26]=[CH:25][CH:24]=[C:23]([C:27]([F:30])([F:29])[F:28])[CH:22]=2)[C:13](=[O:31])[N:12]1[CH3:32])[C:6]#[N:7].C(=O)([O-])[O-].[K+].[K+].[C:39]([NH2:43])([CH3:42])([CH3:41])[CH3:40]. (5) The reactants are: [CH3:1][O:2][C:3]1[C:12]([NH:13][C:14](=[O:18])OCC)=[N:11][C:10]2[C:5](=[CH:6][C:7]([CH3:20])=[C:8]([CH3:19])[CH:9]=2)[N:4]=1.[CH3:21][O:22][C:23]1[CH:24]=[C:25]([N:29]2[CH2:34][CH2:33][NH:32][CH2:31][CH2:30]2)[CH:26]=[CH:27][CH:28]=1.C1CCN2C(=NCCC2)CC1. Given the product [CH3:1][O:2][C:3]1[C:12]([NH:13][C:14]([N:32]2[CH2:31][CH2:30][N:29]([C:25]3[CH:26]=[CH:27][CH:28]=[C:23]([O:22][CH3:21])[CH:24]=3)[CH2:34][CH2:33]2)=[O:18])=[N:11][C:10]2[C:5](=[CH:6][C:7]([CH3:20])=[C:8]([CH3:19])[CH:9]=2)[N:4]=1, predict the reactants needed to synthesize it.